This data is from Full USPTO retrosynthesis dataset with 1.9M reactions from patents (1976-2016). The task is: Predict the reactants needed to synthesize the given product. (1) Given the product [F:1][C:2]1[CH:7]=[CH:6][C:5]([NH:8][C:9]2[CH:14]=[CH:13][N:12]=[C:11]([NH:15][C:16]3[CH:17]=[CH:18][C:19]([S:22]([N:25]([CH3:32])[CH:26]4[CH2:31][CH2:30][N:29]([CH2:37][CH2:36][CH2:35][C:34]([F:40])([F:39])[F:33])[CH2:28][CH2:27]4)(=[O:23])=[O:24])=[CH:20][CH:21]=3)[N:10]=2)=[CH:4][CH:3]=1, predict the reactants needed to synthesize it. The reactants are: [F:1][C:2]1[CH:7]=[CH:6][C:5]([NH:8][C:9]2[CH:14]=[CH:13][N:12]=[C:11]([NH:15][C:16]3[CH:21]=[CH:20][C:19]([S:22]([N:25]([CH3:32])[CH:26]4[CH2:31][CH2:30][NH:29][CH2:28][CH2:27]4)(=[O:24])=[O:23])=[CH:18][CH:17]=3)[N:10]=2)=[CH:4][CH:3]=1.[F:33][C:34]([F:40])([F:39])[CH2:35][CH2:36][CH:37]=O. (2) Given the product [C:1]([O:5][C:6](=[O:20])[NH:7][C:8]1[CH:13]=[CH:12][C:11]([N:14]2[CH:15]=[CH:16][CH:17]=[CH:18]2)=[CH:10][C:9]=1[NH:19][C:24](=[O:23])[CH2:25][C:26]([C:28]1[CH:35]=[CH:34][CH:33]=[C:30]([C:31]#[N:32])[CH:29]=1)=[O:27])([CH3:4])([CH3:2])[CH3:3], predict the reactants needed to synthesize it. The reactants are: [C:1]([O:5][C:6](=[O:20])[NH:7][C:8]1[CH:13]=[CH:12][C:11]([N:14]2[CH:18]=[CH:17][CH:16]=[CH:15]2)=[CH:10][C:9]=1[NH2:19])([CH3:4])([CH3:3])[CH3:2].CC1(C)[O:27][C:26]([C:28]2[CH:29]=[C:30]([CH:33]=[CH:34][CH:35]=2)[C:31]#[N:32])=[CH:25][C:24](=O)[O:23]1. (3) Given the product [C:25]([O:29][C:30]([N:32]1[C:40]2[C:35](=[CH:36][CH:37]=[CH:38][CH:39]=2)[C:34]([CH:41]=[C:21]([Br:24])[Br:20])=[CH:33]1)=[O:31])([CH3:28])([CH3:27])[CH3:26], predict the reactants needed to synthesize it. The reactants are: C1(P(C2C=CC=CC=2)C2C=CC=CC=2)C=CC=CC=1.[Br:20][C:21]([Br:24])(Br)Br.[C:25]([O:29][C:30]([N:32]1[C:40]2[C:35](=[CH:36][CH:37]=[CH:38][CH:39]=2)[C:34]([CH:41]=O)=[CH:33]1)=[O:31])([CH3:28])([CH3:27])[CH3:26].CCCCCC. (4) The reactants are: [O:1]1[C@@H:6]([C:7](Cl)=[O:8])[CH2:5][O:4][C:3]2[CH:10]=[CH:11][CH:12]=[CH:13][C:2]1=2.[Cl:14][CH2:15][CH2:16][NH:17][CH2:18][CH2:19][Cl:20].Cl.C(N(CC)CC)C.[OH-].[Na+]. Given the product [Cl:14][CH2:15][CH2:16][N:17]([CH2:18][CH2:19][Cl:20])[C:7]([C@@H:6]1[O:1][C:2]2[CH:13]=[CH:12][CH:11]=[CH:10][C:3]=2[O:4][CH2:5]1)=[O:8], predict the reactants needed to synthesize it. (5) Given the product [C:1]([NH:5][S:6]([C:9]1[CH:14]=[CH:13][CH:12]=[C:11]([C:15]2[N:23]3[C:18]([CH:19]=[N:20][C:21]([NH:39][C:36]4[CH:37]=[C:38]5[C:33]([CH2:32][CH2:31][CH2:30][N:29]5[S:26]([CH3:25])(=[O:28])=[O:27])=[CH:34][CH:35]=4)=[N:22]3)=[CH:17][CH:16]=2)[CH:10]=1)(=[O:8])=[O:7])([CH3:4])([CH3:3])[CH3:2], predict the reactants needed to synthesize it. The reactants are: [C:1]([NH:5][S:6]([C:9]1[CH:14]=[CH:13][CH:12]=[C:11]([C:15]2[N:23]3[C:18]([CH:19]=[N:20][C:21](O)=[N:22]3)=[CH:17][CH:16]=2)[CH:10]=1)(=[O:8])=[O:7])([CH3:4])([CH3:3])[CH3:2].[CH3:25][S:26]([N:29]1[C:38]2[C:33](=[CH:34][CH:35]=[C:36]([NH2:39])[CH:37]=2)[CH2:32][CH2:31][CH2:30]1)(=[O:28])=[O:27]. (6) Given the product [Br:1][C:2]1[CH:7]=[CH:6][C:5]([OH:8])=[CH:4][C:3]=1[N+:10]([O-:12])=[O:11], predict the reactants needed to synthesize it. The reactants are: [Br:1][C:2]1[CH:7]=[CH:6][C:5]([O:8]C)=[CH:4][C:3]=1[N+:10]([O-:12])=[O:11].B(Br)(Br)Br. (7) Given the product [CH2:28]([N:30]([CH2:22][CH2:21][CH2:20][C:19]#[C:18][C:14]1[CH:13]=[C:12]2[C:17](=[CH:16][CH:15]=1)[N:9]([C:6]1[CH:7]=[CH:8][C:3]([C:1]#[CH:2])=[CH:4][CH:5]=1)[CH:10]=[CH:11]2)[CH2:31][CH2:32][OH:33])[CH3:29], predict the reactants needed to synthesize it. The reactants are: [C:1]([C:3]1[CH:8]=[CH:7][C:6]([N:9]2[C:17]3[C:12](=[CH:13][C:14]([C:18]#[C:19][CH2:20][CH2:21][CH2:22]OS(C)(=O)=O)=[CH:15][CH:16]=3)[CH:11]=[CH:10]2)=[CH:5][CH:4]=1)#[CH:2].[CH2:28]([NH:30][CH2:31][CH2:32][OH:33])[CH3:29].